Binary Classification. Given a miRNA mature sequence and a target amino acid sequence, predict their likelihood of interaction. From a dataset of Experimentally validated miRNA-target interactions with 360,000+ pairs, plus equal number of negative samples. (1) The miRNA is hsa-miR-3617-5p with sequence AAAGACAUAGUUGCAAGAUGGG. The protein sequence of the target gene is MTTLDDKLLGEKLQYYYSSSEDEDSDHEDKDRGRCAPASSSVPAEAELAGEGISVNTGPKGVINDWRRFKQLETEQREEQCREMERLIKKLSMTCRSHLDEEEEQQKQKDLQEKISGKMTLKEFAIMNEDQDDEEFLQQYRKQRMEEMRQQLHKGPQFKQVFEISSGEGFLDMIDKEQKSIVIMVHIYEDGIPGTEAMNGCMICLAAEYPAVKFCKVKSSVIGASSQFTRNALPALLIYKGGELIGNFVRVTDQLGDDFFAVDLEAFLQEFGLLPEKEVLVLTSVRNSATCHSEDSDLEI.... Result: 0 (no interaction). (2) The miRNA is mmu-miR-669f-3p with sequence CAUAUACAUACACACACACGUAU. The protein sequence of the target gene is MFSRRSHGDVKKSTQKVLDPKKDVLTRLKHLRALLDNVDANDLKQFFETNYSQIYFIFYENFIALENSLKLKGNNKSQREELDSILFLFEKILQFLPERIFFRWHYQSIGSTLKKLLHTGNSIKIRCEGIRLFLLWLQALQTNCAEEQVLIFACLVPGFPAVMSSRGPCTLETLINPSPSVADVKIYPEEITPLLPAISGEKIAEDQTCFFLQILLKYMVIQAASLEWKNKENQDTGFKFLFTLFRKYYLPHLFPSFTKLTNIYKPVLDIPHLRPKPVYITTTRDNENIYSTKIPYMAAR.... Result: 0 (no interaction). (3) The miRNA is hsa-miR-6852-3p with sequence UGUCCUCUGUUCCUCAG. The protein sequence of the target gene is MFRKKKKKRPEISAPQNFQHRVHTSFDPKEGKFVGLPPQWQNILDTLRRPKPVVDPSRITRVQLQPMKTVVRGSSVPTEGYISGLLNDIQKLSVISSNTLRGRSPTSRRRAQSLGLLGDDQWAADPDMYLQSPQSEHTDPHGLYLSCNGGTPAGHRQVPWPEPQSPQALPNGMAAKAQSLGPAEFQGASQRCLQQLGACLQSSPPGTSPPMATGRRGVKVAKHSSEEARPQSCLVGSAIGRPGGEGSPSPKNQESSLKHRLFRSMFLSTPATGAASSSKPVPLPQNKPNSAFRPPQKDSS.... Result: 0 (no interaction). (4) The miRNA is hsa-miR-106b-5p with sequence UAAAGUGCUGACAGUGCAGAU. The protein sequence of the target gene is MNVGTAHSEVNPNTRVMNSRGIWLSYVLAIGLLHIVLLSIPFVSVPVVWTLTNLIHNMGMYIFLHTVKGTPFETPDQGKARLLTHWEQMDYGVQFTASRKFLTITPIVLYFLTSFYTKYDQIHFVLNTVSLMSVLIPKLPQLHGVRIFGINKY. Result: 1 (interaction). (5) The miRNA is hsa-miR-6077 with sequence GGGAAGAGCUGUACGGCCUUC. The protein sequence of the target gene is MVRVRAVVMARDDSSGGWLPVGGGGLSQVSVCRVRGARPEGGARQGHYVIHGERLRDQKTTLECTLKPGLVYNKVNPIFHHWSLGDCKFGLTFQSPAEADEFQKSLLAALAALGRGSLTPSSSSSSSSPSQDTAETPCPLTSHVDSDSSSSHSRQETPPSAAAAPIITMESASGFGPTTPPQRRRSSAQSYPPLLPFTGIPEPSEPLAGAGGLGWGGRGYEDYRRSGPPAPLALSTCVVRFAKTGALRGAALGPPAALPAPLTEAAPPAPPARPPPGPGPSSAPAKASPEAEEAARCVHC.... Result: 1 (interaction). (6) The miRNA is hsa-miR-600 with sequence ACUUACAGACAAGAGCCUUGCUC. The protein sequence of the target gene is MAEVHRRQHAPVKGEAPAKSSTHRDEEELGMAPAETLTVFLKLLAAGFYGVSSFLIVVVNKSVLTNYRFPSSLCVGLGQMVATVAVLWVGKTLRVVKFPDFDRNVPRKTFPLPLLYFGNQITGLFSTKKLNLPMFTVLRRFSILFTMFAEGALLKKTFSWGIKMTVFAMIIGAFVAASSDLAFDLEGYVFILINDVLTAANGAYVKQKLDSKELGKYGLLYYNALFMILPTLAIAYFTGDAQKAMEFEGWADTLFLLQFTLSCVMGFILMYATVLCTQYNSALTTTIVGCIKNILITYIG.... Result: 0 (no interaction). (7) The miRNA is hsa-miR-16-5p with sequence UAGCAGCACGUAAAUAUUGGCG. The protein sequence of the target gene is MELPSGPGPERLFDSHRLPGDCFLLLVLLLYAPVGFCLLVLRLFLGIHVFLVSCALPDSVLRRFVVRTMCAVLGLVARQEDSGLRDHSVRVLISNHVTPFDHNIVNLLTTCSTPLLNSPPSFVCWSRGFMEMNGRGELVESLKRFCASTRLPPTPLLLFPEEEATNGREGLLRFSSWPFSIQDVVQPLTLQVQRPLVSVTVSDASWVSELLWSLFVPFTVYQVRWLRPVHRQLGEANEEFALRVQQLVAKELGQTGTRLTPADKAEHMKRQRHPRLRPQSAQSSFPPSPGPSPDVQLATL.... Result: 1 (interaction).